Dataset: Full USPTO retrosynthesis dataset with 1.9M reactions from patents (1976-2016). Task: Predict the reactants needed to synthesize the given product. (1) Given the product [C:19]([C:17]1[CH:16]=[CH:15][C:3]([CH2:4][NH:5][C:6](=[O:14])[C:7]2[CH:12]=[CH:11][CH:10]=[C:9]([CH3:13])[CH:8]=2)=[C:2]([NH:1][CH2:22][CH2:23][OH:24])[CH:18]=1)#[N:20], predict the reactants needed to synthesize it. The reactants are: [NH2:1][C:2]1[CH:18]=[C:17]([C:19]#[N:20])[CH:16]=[CH:15][C:3]=1[CH2:4][NH:5][C:6](=[O:14])[C:7]1[CH:12]=[CH:11][CH:10]=[C:9]([CH3:13])[CH:8]=1.Br[CH2:22][CH2:23][OH:24]. (2) Given the product [CH:37]1([NH:41][C:24](=[O:25])[NH:1][C:2]2[CH:22]=[CH:21][C:5]([C:6]([N:8]3[CH2:13][CH2:12][N:11]([C:14]([O:16][C:17]([CH3:18])([CH3:19])[CH3:20])=[O:15])[CH2:10][CH2:9]3)=[O:7])=[CH:4][C:3]=2[F:23])[CH2:40][CH2:39][CH2:38]1, predict the reactants needed to synthesize it. The reactants are: [NH2:1][C:2]1[CH:22]=[CH:21][C:5]([C:6]([N:8]2[CH2:13][CH2:12][N:11]([C:14]([O:16][C:17]([CH3:20])([CH3:19])[CH3:18])=[O:15])[CH2:10][CH2:9]2)=[O:7])=[CH:4][C:3]=1[F:23].[C:24](Cl)(=O)[O:25]C1C=CC([N+]([O-])=O)=CC=1.[CH:37]1([NH2:41])[CH2:40][CH2:39][CH2:38]1. (3) Given the product [CH3:47][S:48]([O:37][CH2:36][C@@H:17]1[C@@H:16]([C@@:12]2([CH3:15])[CH2:13][CH2:14][C@H:9]([O:8][Si:1]([C:4]([CH3:5])([CH3:6])[CH3:7])([CH3:2])[CH3:3])[CH2:10][C@@H:11]2[CH2:38][O:39][Si:40]([C:43]([CH3:44])([CH3:46])[CH3:45])([CH3:41])[CH3:42])[CH2:33][CH2:32][C@@:31]2([CH3:34])[C@H:18]1[CH2:19][C@H:20]1[C@@H:30]2[C@H:29]([CH3:35])[C@@:22]2([CH2:27][CH2:26][C@@H:25]([CH3:28])[CH2:24][O:23]2)[O:21]1)(=[O:50])=[O:49], predict the reactants needed to synthesize it. The reactants are: [Si:1]([O:8][C@H:9]1[CH2:14][CH2:13][C@@:12]([C@H:16]2[CH2:33][CH2:32][C@@:31]3([CH3:34])[C@@H:18]([CH2:19][C@H:20]4[C@@H:30]3[C@H:29]([CH3:35])[C@@:22]3([CH2:27][CH2:26][C@@H:25]([CH3:28])[CH2:24][O:23]3)[O:21]4)[C@@H:17]2[CH2:36][OH:37])([CH3:15])[C@@H:11]([CH2:38][O:39][Si:40]([C:43]([CH3:46])([CH3:45])[CH3:44])([CH3:42])[CH3:41])[CH2:10]1)([C:4]([CH3:7])([CH3:6])[CH3:5])([CH3:3])[CH3:2].[CH3:47][S:48](Cl)(=[O:50])=[O:49]. (4) Given the product [F:1][C:2]([F:7])([F:6])[C:3]([OH:5])=[O:4].[F:8][C:9]1[C:14]([F:15])=[CH:13][CH:12]=[CH:11][C:10]=1[CH2:16][CH2:17][C:18]1[N:23]([CH2:24][C:25]([N:27]([CH2:40][C:41]2[CH:42]=[CH:43][C:44]([C:47]3[CH:52]=[CH:51][C:50]([C:53]([F:55])([F:54])[F:56])=[CH:49][CH:48]=3)=[CH:45][CH:46]=2)[CH:28]2[CH2:33][CH2:32][N:31]([C:34]([CH3:39])([CH3:38])[C:35]([NH:66][CH3:65])=[O:36])[CH2:30][CH2:29]2)=[O:26])[C:22]2[N:57]=[CH:58][CH:59]=[CH:60][C:21]=2[C:20](=[O:61])[N:19]=1, predict the reactants needed to synthesize it. The reactants are: [F:1][C:2]([F:7])([F:6])[C:3]([OH:5])=[O:4].[F:8][C:9]1[C:14]([F:15])=[CH:13][CH:12]=[CH:11][C:10]=1[CH2:16][CH2:17][C:18]1[N:23]([CH2:24][C:25]([N:27]([CH2:40][C:41]2[CH:46]=[CH:45][C:44]([C:47]3[CH:52]=[CH:51][C:50]([C:53]([F:56])([F:55])[F:54])=[CH:49][CH:48]=3)=[CH:43][CH:42]=2)[CH:28]2[CH2:33][CH2:32][N:31]([C:34]([CH3:39])([CH3:38])[C:35](O)=[O:36])[CH2:30][CH2:29]2)=[O:26])[C:22]2[N:57]=[CH:58][CH:59]=[CH:60][C:21]=2[C:20](=[O:61])[N:19]=1.CN.C[CH2:65][N:66](C(C)C)C(C)C.CN(C(ON1N=NC2C=CC=NC1=2)=[N+](C)C)C.F[P-](F)(F)(F)(F)F. (5) The reactants are: Br[C:2]1[CH:7]=[CH:6][C:5]([CH2:8][C:9]#[N:10])=[C:4]([CH3:11])[CH:3]=1.[CH3:12][O:13][CH2:14][CH2:15][CH2:16][C:17]1[CH:22]=[CH:21][CH:20]=[CH:19][C:18]=1B(O)O.C([O-])([O-])=O.[Na+].[Na+]. Given the product [CH3:12][O:13][CH2:14][CH2:15][CH2:16][C:17]1[CH:22]=[CH:21][CH:20]=[CH:19][C:18]=1[C:2]1[CH:7]=[CH:6][C:5]([CH2:8][C:9]#[N:10])=[C:4]([CH3:11])[CH:3]=1, predict the reactants needed to synthesize it. (6) The reactants are: [CH2:1]([O:5][C:6]1[CH:7]=[C:8](/[CH:13]=[CH:14]/[C:15]([O:17][CH3:18])=[O:16])[CH:9]=[CH:10][C:11]=1I)[CH2:2][CH2:3][CH3:4].[CH3:19][NH:20][C:21]1[CH:26]=[CH:25][CH:24]=[C:23](B2OC(C)(C)C(C)(C)O2)[CH:22]=1. Given the product [CH2:1]([O:5][C:6]1[CH:7]=[C:8](/[CH:13]=[CH:14]/[C:15]([O:17][CH3:18])=[O:16])[CH:9]=[CH:10][C:11]=1[C:23]1[CH:24]=[CH:25][CH:26]=[C:21]([NH:20][CH3:19])[CH:22]=1)[CH2:2][CH2:3][CH3:4], predict the reactants needed to synthesize it. (7) Given the product [Cl:27][CH2:28][CH2:29][CH2:30][C:2]1([C:7]2[CH:16]=[CH:15][C:10]([C:11]([O:13][CH3:14])=[O:12])=[CH:9][CH:8]=2)[S:3][CH2:4][CH2:5][CH2:6][S:1]1, predict the reactants needed to synthesize it. The reactants are: [S:1]1[CH2:6][CH2:5][CH2:4][S:3][CH:2]1[C:7]1[CH:16]=[CH:15][C:10]([C:11]([O:13][CH3:14])=[O:12])=[CH:9][CH:8]=1.C[Si]([N-][Si](C)(C)C)(C)C.[Na+].[Cl:27][CH2:28][CH2:29][CH2:30]I. (8) Given the product [CH3:1][O:2][C:3](=[O:20])[C@H:4]([CH2:16][CH:17]([CH3:18])[CH3:19])[N:5]([CH3:25])[C:6]([O:8][CH2:9][C:10]1[CH:15]=[CH:14][CH:13]=[CH:12][N:11]=1)=[O:7], predict the reactants needed to synthesize it. The reactants are: [CH3:1][O:2][C:3](=[O:20])[C@H:4]([CH2:16][CH:17]([CH3:19])[CH3:18])[NH:5][C:6]([O:8][CH2:9][C:10]1[CH:15]=[CH:14][CH:13]=[CH:12][N:11]=1)=[O:7].CI.[H-].[Na+].[C:25](OCC)(=O)C. (9) Given the product [C:1]1([N:11]([C@@H:29]2[CH2:34][CH2:33][CH2:32][NH:31][CH2:30]2)[C:12]([C:14]2[CH:19]=[CH:18][C:17]([C:20]3[CH:21]=[N:22][N:23]([CH3:28])[C:24]=3[C:25]([O:27][CH:47]([O:40][C:39]([O:42][CH2:52][CH3:53])=[O:41])[CH3:48])=[O:26])=[CH:16][CH:15]=2)=[O:13])[C:10]2[C:5](=[CH:6][CH:7]=[CH:8][CH:9]=2)[CH:4]=[CH:3][N:2]=1, predict the reactants needed to synthesize it. The reactants are: [C:1]1([N:11]([C@@H:29]2[CH2:34][CH2:33][CH2:32][N:31](C(C)(C)C)[CH2:30]2)[C:12]([C:14]2[CH:19]=[CH:18][C:17]([C:20]3[CH:21]=[N:22][N:23]([CH3:28])[C:24]=3[C:25]([OH:27])=[O:26])=[CH:16][CH:15]=2)=[O:13])[C:10]2[C:5](=[CH:6][CH:7]=[CH:8][CH:9]=2)[CH:4]=[CH:3][N:2]=1.[C:39]([O-:42])([O-:41])=[O:40].[K+].[K+].Cl.O1CCO[CH2:48][CH2:47]1.[C:52](#N)[CH3:53].